Dataset: TCR-epitope binding with 47,182 pairs between 192 epitopes and 23,139 TCRs. Task: Binary Classification. Given a T-cell receptor sequence (or CDR3 region) and an epitope sequence, predict whether binding occurs between them. (1) The epitope is YLKLTDNVYIK. The TCR CDR3 sequence is CASSLESGNTYNEQFF. Result: 0 (the TCR does not bind to the epitope). (2) The epitope is AIMTRCLAV. The TCR CDR3 sequence is CASSSYRDGGYTF. Result: 0 (the TCR does not bind to the epitope). (3) The epitope is KRWIIMGLNK. The TCR CDR3 sequence is CASSLTSAYEQYV. Result: 0 (the TCR does not bind to the epitope). (4) The epitope is YIFFASFYY. The TCR CDR3 sequence is CASSQWQVAAATDTQYF. Result: 1 (the TCR binds to the epitope). (5) The epitope is PKYVKQNTLKLAT. The TCR CDR3 sequence is CASSQVPLSTRGCEKLFF. Result: 0 (the TCR does not bind to the epitope). (6) The epitope is LPAADLDDF. The TCR CDR3 sequence is CASSLVDVTLNTGELFF. Result: 1 (the TCR binds to the epitope). (7) The epitope is PKYVKQNTLKLAT. The TCR CDR3 sequence is CAWSLGRGNEQFF. Result: 1 (the TCR binds to the epitope). (8) The TCR CDR3 sequence is CASSYSGTTPYEQYF. The epitope is KAYNVTQAF. Result: 1 (the TCR binds to the epitope).